This data is from Full USPTO retrosynthesis dataset with 1.9M reactions from patents (1976-2016). The task is: Predict the reactants needed to synthesize the given product. (1) Given the product [Cl:1][C:2]1[C:21]([C:28]2[CH:27]=[N:26][CH:25]=[C:24]([F:23])[CH:29]=2)=[CH:20][C:5]([C:6]([NH:8][C:9]2[CH:14]=[CH:13][C:12]([O:15][C:16]([F:19])([F:18])[F:17])=[CH:11][CH:10]=2)=[O:7])=[CH:4][N:3]=1, predict the reactants needed to synthesize it. The reactants are: [Cl:1][C:2]1[C:21](I)=[CH:20][C:5]([C:6]([NH:8][C:9]2[CH:14]=[CH:13][C:12]([O:15][C:16]([F:19])([F:18])[F:17])=[CH:11][CH:10]=2)=[O:7])=[CH:4][N:3]=1.[F:23][C:24]1[CH:25]=[N:26][CH:27]=[C:28](B2OC(C)(C)C(C)(C)O2)[CH:29]=1.CCCCCC. (2) Given the product [N:12]1[CH:13]=[CH:14][CH:15]=[CH:16][C:11]=1[S:10][C:7]1[CH:8]=[CH:9][C:4]([NH2:1])=[CH:5][CH:6]=1, predict the reactants needed to synthesize it. The reactants are: [N+:1]([C:4]1[CH:9]=[CH:8][C:7]([S:10][C:11]2[CH:16]=[CH:15][CH:14]=[CH:13][N:12]=2)=[CH:6][CH:5]=1)([O-])=O.